Task: Predict the product of the given reaction.. Dataset: Forward reaction prediction with 1.9M reactions from USPTO patents (1976-2016) (1) Given the reactants [Cl:1][C:2]1[CH:10]=[C:9]2[C:5]([C@@:6]3([C:19]4([CH2:22][C:21]([CH2:25][F:26])([CH2:23][F:24])[CH2:20]4)[N:18]4[C@@H:13]([C:14](=[O:39])[O:15][C@@H:16]([C:33]5[CH:38]=[CH:37][CH:36]=[CH:35][CH:34]=5)[C@H:17]4[C:27]4[CH:32]=[CH:31][CH:30]=[CH:29][CH:28]=4)[C@@H:12]3[C:40]3[CH:45]=[C:44]([F:46])[CH:43]=[C:42]([Cl:47])[CH:41]=3)[C:7](=[O:11])[NH:8]2)=[CH:4][CH:3]=1.[NH2:48][C@H:49]1[CH2:54][CH2:53][C@H:52]([C:55]([N:57]([CH3:59])[CH3:58])=[O:56])[CH2:51][CH2:50]1, predict the reaction product. The product is: [Cl:1][C:2]1[CH:10]=[C:9]2[C:5]([C:6]3([C@@H:12]([C:40]4[CH:45]=[C:44]([F:46])[CH:43]=[C:42]([Cl:47])[CH:41]=4)[C@H:13]([C:14]([NH:48][C@H:49]4[CH2:50][CH2:51][C@H:52]([C:55](=[O:56])[N:57]([CH3:58])[CH3:59])[CH2:53][CH2:54]4)=[O:39])[N:18]([C@H:17]([C:27]4[CH:32]=[CH:31][CH:30]=[CH:29][CH:28]=4)[C@@H:16]([OH:15])[C:33]4[CH:38]=[CH:37][CH:36]=[CH:35][CH:34]=4)[C:19]43[CH2:20][C:21]([CH2:25][F:26])([CH2:23][F:24])[CH2:22]4)[C:7](=[O:11])[NH:8]2)=[CH:4][CH:3]=1. (2) Given the reactants [NH2:1][CH:2]([C:11]1[C:16]([O:17][CH3:18])=[CH:15][CH:14]=[CH:13][C:12]=1[O:19][CH3:20])[CH2:3][CH:4]([CH3:10])[C:5]([O:7]CC)=O.[F:21][C:22]1[CH:29]=[CH:28][C:25]([CH:26]=O)=[CH:24][C:23]=1[C:30]1[CH:35]=[CH:34][CH:33]=[CH:32][N:31]=1, predict the reaction product. The product is: [CH3:18][O:17][C:16]1[CH:15]=[CH:14][CH:13]=[C:12]([O:19][CH3:20])[C:11]=1[CH:2]1[N:1]([CH2:26][C:25]2[CH:28]=[CH:29][C:22]([F:21])=[C:23]([C:30]3[CH:35]=[CH:34][CH:33]=[CH:32][N:31]=3)[CH:24]=2)[C:5](=[O:7])[CH:4]([CH3:10])[CH2:3]1. (3) Given the reactants [CH:1]([P:3](=[O:9])([CH:7]=[CH2:8])[CH:4]([CH3:6])[CH3:5])=[CH2:2].C1COCC1.[CH2:15]([NH2:22])[C:16]1[CH:21]=[CH:20][CH:19]=[CH:18][CH:17]=1, predict the reaction product. The product is: [CH2:15]([N:22]1[CH2:8][CH2:7][P:3](=[O:9])([CH:4]([CH3:6])[CH3:5])[CH2:1][CH2:2]1)[C:16]1[CH:21]=[CH:20][CH:19]=[CH:18][CH:17]=1. (4) Given the reactants [Cl:1][C:2]1[C:3]([CH:30]=[O:31])=[CH:4][C:5]2[O:10][CH:9]([C:11]([N:13]3[CH2:18][CH2:17][C:16]([CH2:21][C:22]4[CH:27]=[CH:26][C:25]([F:28])=[CH:24][CH:23]=4)([C:19]#[N:20])[CH2:15][CH2:14]3)=[O:12])[CH2:8][NH:7][C:6]=2[CH:29]=1.[Na], predict the reaction product. The product is: [CH2:21]([N:7]1[C:6]2[CH:29]=[C:2]([Cl:1])[C:3]([C:30]3[O:31][CH:8]=[N:7][CH:6]=3)=[CH:4][C:5]=2[O:10][CH:9]([C:11]([N:13]2[CH2:18][CH2:17][C:16]([CH2:21][C:22]3[CH:23]=[CH:24][C:25]([F:28])=[CH:26][CH:27]=3)([C:19]#[N:20])[CH2:15][CH2:14]2)=[O:12])[CH2:8]1)[C:22]1[CH:27]=[CH:26][CH:25]=[CH:24][CH:23]=1. (5) Given the reactants [Cl:1][C:2]1[C:7]2[N:8]=[C:9](S(C)(=O)=O)[N:10]=[CH:11][C:6]=2[CH:5]=[C:4]([CH3:16])[N:3]=1.[CH2:17]([O:19][C:20]1[CH:25]=[C:24]([C:26]2[N:30]([CH3:31])[CH:29]=[N:28][N:27]=2)[CH:23]=[CH:22][C:21]=1[NH:32]C=O)[CH3:18].C([O-])([O-])=O.[Cs+].[Cs+], predict the reaction product. The product is: [Cl:1][C:2]1[C:7]2[N:8]=[C:9]([NH:32][C:21]3[CH:22]=[CH:23][C:24]([C:26]4[N:30]([CH3:31])[CH:29]=[N:28][N:27]=4)=[CH:25][C:20]=3[O:19][CH2:17][CH3:18])[N:10]=[CH:11][C:6]=2[CH:5]=[C:4]([CH3:16])[N:3]=1. (6) Given the reactants [C:1]([O:5][C:6]([N:8]1[CH2:13][CH2:12][C:11]([F:19])([C:14]2[S:15][CH:16]=[CH:17][N:18]=2)[CH2:10][CH2:9]1)=[O:7])([CH3:4])([CH3:3])[CH3:2].[Li]CCCC.[CH2:25]=[O:26], predict the reaction product. The product is: [C:1]([O:5][C:6]([N:8]1[CH2:9][CH2:10][C:11]([F:19])([C:14]2[S:15][C:16]([CH2:25][OH:26])=[CH:17][N:18]=2)[CH2:12][CH2:13]1)=[O:7])([CH3:4])([CH3:2])[CH3:3]. (7) Given the reactants [H-].[Na+].[CH:3]1([CH2:9][N:10]2[C:14]3[CH:15]=[CH:16][C:17]([NH:19][C:20](=[O:22])[CH3:21])=[CH:18][C:13]=3[N:12]=[C:11]2[C:23]([CH3:26])([CH3:25])[CH3:24])[CH2:8][CH2:7][CH2:6][CH2:5][CH2:4]1.[CH3:27]I, predict the reaction product. The product is: [CH:3]1([CH2:9][N:10]2[C:14]3[CH:15]=[CH:16][C:17]([N:19]([CH3:27])[C:20](=[O:22])[CH3:21])=[CH:18][C:13]=3[N:12]=[C:11]2[C:23]([CH3:26])([CH3:25])[CH3:24])[CH2:4][CH2:5][CH2:6][CH2:7][CH2:8]1.